Dataset: Forward reaction prediction with 1.9M reactions from USPTO patents (1976-2016). Task: Predict the product of the given reaction. (1) Given the reactants [OH:1][C:2]1[CH:3]=[C:4]([C:8]2[NH:17][C:16](=[O:18])[C:15]3[C:10](=[CH:11][CH:12]=[CH:13][CH:14]=3)[N:9]=2)[CH:5]=[CH:6][CH:7]=1.N1C=CC=CC=1.[C:25](OC(=O)C)(=[O:27])[CH3:26], predict the reaction product. The product is: [C:25]([O:1][C:2]1[CH:7]=[CH:6][CH:5]=[C:4]([C:8]2[NH:17][C:16](=[O:18])[C:15]3[C:10](=[CH:11][CH:12]=[CH:13][CH:14]=3)[N:9]=2)[CH:3]=1)(=[O:27])[CH3:26]. (2) Given the reactants CN(C(ON1N=NC2C=CC=NC1=2)=[N+](C)C)C.F[P-](F)(F)(F)(F)F.Cl.[F:26][C:27]1[CH:28]=[C:29]([NH:38][C:39]([C@H:41]2[C:50]3[C:45](=[CH:46][C:47]([CH2:51][O:52][CH3:53])=[CH:48][CH:49]=3)[CH2:44][CH2:43][NH:42]2)=[O:40])[CH:30]=[C:31]2[C:35]=1[C:34]([CH3:37])([CH3:36])[CH2:33][CH2:32]2.[C:54]([O:58][C:59](=[O:68])[CH2:60][C@@H:61]1[CH2:64][C@H:63]([C:65](O)=[O:66])[CH2:62]1)([CH3:57])([CH3:56])[CH3:55].CCN(C(C)C)C(C)C, predict the reaction product. The product is: [F:26][C:27]1[CH:28]=[C:29]([NH:38][C:39]([C@H:41]2[C:50]3[C:45](=[CH:46][C:47]([CH2:51][O:52][CH3:53])=[CH:48][CH:49]=3)[CH2:44][CH2:43][N:42]2[C:65]([C@@H:63]2[CH2:62][C@H:61]([CH2:60][C:59]([O:58][C:54]([CH3:57])([CH3:56])[CH3:55])=[O:68])[CH2:64]2)=[O:66])=[O:40])[CH:30]=[C:31]2[C:35]=1[C:34]([CH3:37])([CH3:36])[CH2:33][CH2:32]2.